Dataset: Catalyst prediction with 721,799 reactions and 888 catalyst types from USPTO. Task: Predict which catalyst facilitates the given reaction. (1) Reactant: [F:1][C:2]1[C:19]([F:20])=[CH:18][C:5]([C:6]([NH:8][C:9]2[CH:14]=[CH:13][C:12]([N+:15]([O-:17])=[O:16])=[CH:11][CH:10]=2)=[O:7])=[C:4]([OH:21])[CH:3]=1.[C:22]1(C)C=CC(S(O)(=O)=O)=CC=1.O.C(=O)(O)[O-].[Na+]. Product: [F:20][C:19]1[C:2]([F:1])=[CH:3][C:4]2[O:21][CH2:22][N:8]([C:9]3[CH:14]=[CH:13][C:12]([N+:15]([O-:17])=[O:16])=[CH:11][CH:10]=3)[C:6](=[O:7])[C:5]=2[CH:18]=1. The catalyst class is: 11. (2) Reactant: [CH:1]([N:4]1[CH2:9][CH2:8][CH:7]([S:10]([C:12]2[CH:13]=[CH:14][C:15]3[O:21][CH2:20][CH2:19][N:18]4[CH:22]=[C:23]([C:25]5[CH:30]=[C:29]([CH3:31])[CH:28]=[CH:27][N:26]=5)[N:24]=[C:17]4[C:16]=3[CH:32]=2)=[O:11])[CH2:6][CH2:5]1)([CH3:3])[CH3:2].C(O)(C(F)(F)F)=[O:34].C1C=C(Cl)C=C(C(OO)=O)C=1. Product: [CH:1]([N:4]1[CH2:5][CH2:6][CH:7]([S:10]([C:12]2[CH:13]=[CH:14][C:15]3[O:21][CH2:20][CH2:19][N:18]4[CH:22]=[C:23]([C:25]5[CH:30]=[C:29]([CH3:31])[CH:28]=[CH:27][N:26]=5)[N:24]=[C:17]4[C:16]=3[CH:32]=2)(=[O:34])=[O:11])[CH2:8][CH2:9]1)([CH3:3])[CH3:2]. The catalyst class is: 2. (3) Product: [C@H:2]([NH:5][C:24](=[O:25])[C:23]1[CH:27]=[CH:28][C:20]([N:17]2[C:18]([OH:19])=[C:14]([C:11]3[CH:12]=[CH:13][C:8]([C:6]#[N:7])=[CH:9][C:10]=3[CH3:29])[CH:15]=[N:16]2)=[N:21][CH:22]=1)([CH2:3][CH3:4])[CH3:1]. The catalyst class is: 44. Reactant: [CH3:1][C@@H:2]([NH2:5])[CH2:3][CH3:4].[C:6]([C:8]1[CH:13]=[CH:12][C:11]([C:14]2[CH:15]=[N:16][N:17]([C:20]3[CH:28]=[CH:27][C:23]([C:24](O)=[O:25])=[CH:22][N:21]=3)[C:18]=2[OH:19])=[C:10]([CH3:29])[CH:9]=1)#[N:7].C1C=C2N=NN(O)C2=CC=1.O.CCN=C=NCCCN(C)C.CCN(C(C)C)C(C)C. (4) Reactant: [CH:1]1[C:10]2[C:5](=[CH:6][CH:7]=[CH:8][CH:9]=2)[CH:4]=[CH:3][C:2]=1[O:11][CH2:12][CH2:13]O.[C:15]1(=[O:25])[C:23]2[C:18](=[CH:19][CH:20]=[CH:21][CH:22]=2)[C:17](=[O:24])[NH:16]1.C1C=CC(P(C2C=CC=CC=2)C2C=CC=CC=2)=CC=1.CC(OC(/N=N/C(OC(C)C)=O)=O)C. Product: [CH:1]1[C:10]2[C:5](=[CH:6][CH:7]=[CH:8][CH:9]=2)[CH:4]=[CH:3][C:2]=1[O:11][CH2:12][CH2:13][N:16]1[C:17](=[O:24])[C:18]2[C:23](=[CH:22][CH:21]=[CH:20][CH:19]=2)[C:15]1=[O:25]. The catalyst class is: 20. (5) Reactant: [C:1]([C:4]1[CH:9]=[CH:8][C:7]([C:10]2[CH:15]=[CH:14][C:13]([CH2:16][C@H:17]([NH:20][C:21]([C:23]3([NH:29]C(=O)OC(C)(C)C)[CH2:28][CH2:27][O:26][CH2:25][CH2:24]3)=[O:22])[C:18]#[N:19])=[CH:12][CH:11]=2)=[CH:6][C:5]=1[F:37])(=[O:3])[NH2:2].O. Product: [NH2:29][C:23]1([C:21]([NH:20][C@H:17]([C:18]#[N:19])[CH2:16][C:13]2[CH:12]=[CH:11][C:10]([C:7]3[CH:8]=[CH:9][C:4]([C:1](=[O:3])[NH2:2])=[C:5]([F:37])[CH:6]=3)=[CH:15][CH:14]=2)=[O:22])[CH2:24][CH2:25][O:26][CH2:27][CH2:28]1. The catalyst class is: 10. (6) Reactant: Cl[C:2]1[C:11]2[C:6](=[CH:7][CH:8]=[CH:9][C:10]=2[O:12][CH:13]2[CH2:18][CH2:17][N:16]([CH3:19])[CH2:15][CH2:14]2)[N:5]=[CH:4][N:3]=1.[CH3:20][C@@H:21]([NH2:28])[C:22]1[CH:27]=[CH:26][CH:25]=[CH:24][CH:23]=1. Product: [CH3:19][N:16]1[CH2:17][CH2:18][CH:13]([O:12][C:10]2[CH:9]=[CH:8][CH:7]=[C:6]3[C:11]=2[C:2]([NH:28][C@@H:21]([C:22]2[CH:27]=[CH:26][CH:25]=[CH:24][CH:23]=2)[CH3:20])=[N:3][CH:4]=[N:5]3)[CH2:14][CH2:15]1. The catalyst class is: 12.